This data is from Reaction yield outcomes from USPTO patents with 853,638 reactions. The task is: Predict the reaction yield, written as a fraction of the theoretical maximum amount of product (1.0 means a 100% yield; for example, 0.34 means a 34% yield). (1) The reactants are [Cl:1][C:2]1[CH:3]=[C:4]([C@@H:8]2[CH2:12][O:11][C:10](=[O:13])[N:9]2[CH:14]2[CH2:19][CH2:18][N:17]([CH2:20][C:21]3[C:22]([CH3:35])=[N:23][C:24]([O:27][C:28]4[CH:33]=[CH:32][C:31]([OH:34])=[CH:30][CH:29]=4)=[CH:25][CH:26]=3)[CH2:16][CH2:15]2)[CH:5]=[CH:6][CH:7]=1.[H-].[Na+].[C:38]([O:42][C:43](=[O:46])[CH2:44]Br)([CH3:41])([CH3:40])[CH3:39]. The catalyst is C1COCC1. The yield is 0.650. The product is [C:38]([O:42][C:43](=[O:46])[CH2:44][O:34][C:31]1[CH:30]=[CH:29][C:28]([O:27][C:24]2[CH:25]=[CH:26][C:21]([CH2:20][N:17]3[CH2:18][CH2:19][CH:14]([N:9]4[C@H:8]([C:4]5[CH:5]=[CH:6][CH:7]=[C:2]([Cl:1])[CH:3]=5)[CH2:12][O:11][C:10]4=[O:13])[CH2:15][CH2:16]3)=[C:22]([CH3:35])[N:23]=2)=[CH:33][CH:32]=1)([CH3:41])([CH3:40])[CH3:39]. (2) The catalyst is CN(C)C=O. The reactants are [OH:1][C:2]1[CH:3]=[CH:4][C:5]2[O:9][C:8]([C:10](=[O:14])[CH:11]([CH3:13])[CH3:12])=[C:7]([CH3:15])[C:6]=2[CH:16]=1.CC1C=CC(S(O[CH:28]2[CH2:33][CH2:32][S:31][CH2:30][CH2:29]2)(=O)=O)=CC=1.P([O-])([O-])([O-])=O.[K+].[K+].[K+].O. The product is [CH3:13][CH:11]([CH3:12])[C:10]([C:8]1[O:9][C:5]2[CH:4]=[CH:3][C:2]([O:1][CH:28]3[CH2:33][CH2:32][S:31][CH2:30][CH2:29]3)=[CH:16][C:6]=2[C:7]=1[CH3:15])=[O:14]. The yield is 0.610. (3) The catalyst is O1CCCC1. The reactants are CCOC(/N=N/C(OCC)=O)=O.[OH:13][C:14]1[CH:21]=[CH:20][C:17]([CH:18]=[O:19])=[CH:16][CH:15]=1.[CH:22]1(O)[CH2:26][CH2:25][CH2:24][CH2:23]1.C1(P(C2C=CC=CC=2)C2C=CC=CC=2)C=CC=CC=1. The yield is 0.560. The product is [CH:22]1([O:13][C:14]2[CH:21]=[CH:20][C:17]([CH:18]=[O:19])=[CH:16][CH:15]=2)[CH2:26][CH2:25][CH2:24][CH2:23]1. (4) The reactants are [Br:1][C:2]1[CH:3]=[C:4]([CH:12]=[C:13]([OH:15])[CH:14]=1)[C:5]([NH:7][CH2:8][CH:9]([CH3:11])[CH3:10])=[O:6].I[CH:17]([CH3:19])[CH3:18].C(=O)([O-])[O-].[K+].[K+]. The catalyst is C(OCC)(=O)C.CN(C=O)C.C(#N)C.O.O.C(#N)C. The product is [Br:1][C:2]1[CH:3]=[C:4]([CH:12]=[C:13]([O:15][CH:17]([CH3:19])[CH3:18])[CH:14]=1)[C:5]([NH:7][CH2:8][CH:9]([CH3:11])[CH3:10])=[O:6]. The yield is 1.00. (5) The reactants are C(OC([C@H:8]1[NH:13][C:12]([CH3:18])([C:14]([NH:16][NH2:17])=[O:15])[CH2:11][C:10](=[O:19])[N:9]1[CH3:20])=O)(C)(C)C.CC[N:23](CC)CC.[C:28]([C:30]1[CH:31]=[C:32]([CH:36]=[CH:37][CH:38]=1)[C:33](Cl)=O)#[N:29].S(Cl)(C1C=CC(C)=CC=1)(=O)=O. The catalyst is C(Cl)Cl.CN(C1C=CN=CC=1)C. The product is [NH:23]=[C:8]1[NH:13][C@@:12]([C:14]2[O:15][C:33]([C:32]3[CH:31]=[C:30]([CH:38]=[CH:37][CH:36]=3)[C:28]#[N:29])=[N:17][N:16]=2)([CH3:18])[CH2:11][C:10](=[O:19])[N:9]1[CH3:20]. The yield is 0.120. (6) The reactants are Br[C:2]1[N:7]=[C:6]([C:8]([OH:10])=[O:9])[CH:5]=[CH:4][C:3]=1[F:11].[C:12]1(B(O)O)[CH2:17][CH2:16][CH2:15][CH2:14][CH:13]=1. The catalyst is C1C=CC(P(C2C=CC=CC=2)[C-]2C=CC=C2)=CC=1.C1C=CC(P(C2C=CC=CC=2)[C-]2C=CC=C2)=CC=1.Cl[Pd]Cl.[Fe+2].C(Cl)Cl. The product is [C:12]1([C:2]2[N:7]=[C:6]([C:8]([OH:10])=[O:9])[CH:5]=[CH:4][C:3]=2[F:11])[CH2:17][CH2:16][CH2:15][CH2:14][CH:13]=1. The yield is 0.610. (7) The reactants are [OH:1][C:2]1[CH:24]=[N:23][C:5]2[N:6]([CH3:22])[C:7](=[O:21])[N:8]([CH2:11][CH2:12][CH2:13][O:14][CH:15]3[CH2:20][CH2:19][CH2:18][CH2:17][O:16]3)[C:9](=[O:10])[C:4]=2[CH:3]=1.C([O-])([O-])=O.[Cs+].[Cs+].CN(C)CC(O)=O.Br[C:39]1[CH:40]=[N:41][CH:42]=[C:43]([Cl:45])[CH:44]=1. The catalyst is O1CCOCC1.CC(=O)OCC.O.[Cu]I. The product is [Cl:45][C:43]1[CH:44]=[C:39]([O:1][C:2]2[CH:24]=[N:23][C:5]3[N:6]([CH3:22])[C:7](=[O:21])[N:8]([CH2:11][CH2:12][CH2:13][O:14][CH:15]4[CH2:20][CH2:19][CH2:18][CH2:17][O:16]4)[C:9](=[O:10])[C:4]=3[CH:3]=2)[CH:40]=[N:41][CH:42]=1. The yield is 0.788. (8) The reactants are [F:1][CH:2]([F:16])[CH2:3][O:4][C:5]1[N:10]=[CH:9][C:8]([C:11](=O)[CH3:12])=[CH:7][C:6]=1[O:14][CH3:15].[CH3:17][C:18]([S@:21]([NH2:23])=[O:22])([CH3:20])[CH3:19]. No catalyst specified. The product is [F:1][CH:2]([F:16])[CH2:3][O:4][C:5]1[N:10]=[CH:9][C:8]([CH:11]([NH:23][S@@:21]([C:18]([CH3:20])([CH3:19])[CH3:17])=[O:22])[CH3:12])=[CH:7][C:6]=1[O:14][CH3:15]. The yield is 0.770.